Predict the reactants needed to synthesize the given product. From a dataset of Full USPTO retrosynthesis dataset with 1.9M reactions from patents (1976-2016). (1) Given the product [O:1]1[CH2:7][CH2:6][CH2:5][O:4][C:3]2[CH:8]=[C:9]([C:12]3[C:21]([N:22]([CH:24]([CH3:26])[CH3:25])[CH3:23])=[N:20][C:19]4[C:14](=[CH:15][CH:16]=[C:17]([C:27]([OH:29])=[O:28])[CH:18]=4)[N:13]=3)[CH:10]=[CH:11][C:2]1=2, predict the reactants needed to synthesize it. The reactants are: [O:1]1[CH2:7][CH2:6][CH2:5][O:4][C:3]2[CH:8]=[C:9]([C:12]3[C:21]([N:22]([CH:24]([CH3:26])[CH3:25])[CH3:23])=[N:20][C:19]4[C:14](=[CH:15][CH:16]=[C:17]([C:27]([O:29]C)=[O:28])[CH:18]=4)[N:13]=3)[CH:10]=[CH:11][C:2]1=2.[OH-].[Na+]. (2) Given the product [Cl:12][C:10]1[CH:11]=[C:2]([NH:1][CH2:31][C:29]2[CH:28]=[CH:27][CH:26]=[C:25]([CH3:24])[N:30]=2)[CH:3]=[C:4]2[C:9]=1[N:8]=[CH:7][C:6]([C:13]#[N:14])=[C:5]2[NH:15][C:16]1[CH:21]=[CH:20][C:19]([F:22])=[C:18]([Cl:23])[CH:17]=1, predict the reactants needed to synthesize it. The reactants are: [NH2:1][C:2]1[CH:3]=[C:4]2[C:9](=[C:10]([Cl:12])[CH:11]=1)[N:8]=[CH:7][C:6]([C:13]#[N:14])=[C:5]2[NH:15][C:16]1[CH:21]=[CH:20][C:19]([F:22])=[C:18]([Cl:23])[CH:17]=1.[CH3:24][C:25]1[N:30]=[C:29]([CH:31]=O)[CH:28]=[CH:27][CH:26]=1.[BH3-]C#N.[Na+]. (3) Given the product [CH3:21][Si:22]([C:25]#[C:26][C:2]1[CH:11]=[CH:10][C:5]([C:6]([O:8][CH3:9])=[O:7])=[CH:4][CH:3]=1)([CH3:24])[CH3:23], predict the reactants needed to synthesize it. The reactants are: I[C:2]1[CH:11]=[CH:10][C:5]([C:6]([O:8][CH3:9])=[O:7])=[CH:4][CH:3]=1.C(N(C(C)C)CC)(C)C.[CH3:21][Si:22]([C:25]#[CH:26])([CH3:24])[CH3:23]. (4) Given the product [Br:1][C:2]1[C:3]2[N:9]=[CH:12][NH:8][C:4]=2[CH:5]=[CH:6][CH:7]=1, predict the reactants needed to synthesize it. The reactants are: [Br:1][C:2]1[C:3]([N+:9]([O-])=O)=[C:4]([NH2:8])[CH:5]=[CH:6][CH:7]=1.[CH:12]([O-])=O.[NH4+]. (5) Given the product [Br:13][C:8]1[CH:9]=[C:10]2[C:5](=[CH:6][CH:7]=1)[C:4](=[O:14])[CH:3]([NH:2][C:24](=[O:30])[CH2:25][CH2:26][CH2:27][CH2:28][CH3:29])[CH2:12][CH2:11]2, predict the reactants needed to synthesize it. The reactants are: Cl.[NH2:2][CH:3]1[CH2:12][CH2:11][C:10]2[C:5](=[CH:6][CH:7]=[C:8]([Br:13])[CH:9]=2)[C:4]1=[O:14].C(N(C(C)C)CC)(C)C.[C:24](Cl)(=[O:30])[CH2:25][CH2:26][CH2:27][CH2:28][CH3:29]. (6) Given the product [F:1][C:2]1[CH:3]=[C:4]([NH:5][CH:11]([C:12]([OH:14])=[O:13])[CH3:15])[CH:6]=[C:7]([F:9])[CH:8]=1, predict the reactants needed to synthesize it. The reactants are: [F:1][C:2]1[CH:3]=[C:4]([CH:6]=[C:7]([F:9])[CH:8]=1)[NH2:5].Cl[CH:11]([CH3:15])[C:12]([OH:14])=[O:13]. (7) Given the product [C:5]([C:19]1[C:10]([Cl:9])=[C:11]2[C:16](=[C:17]([CH3:20])[CH:18]=1)[S:15][CH2:14][CH2:13][C:12]2([CH3:22])[CH3:21])(=[O:7])[CH3:6], predict the reactants needed to synthesize it. The reactants are: [Cl-].[Al+3].[Cl-].[Cl-].[C:5](Cl)(=[O:7])[CH3:6].[Cl:9][C:10]1[CH:19]=[CH:18][C:17]([CH3:20])=[C:16]2[C:11]=1[C:12]([CH3:22])([CH3:21])[CH2:13][CH2:14][S:15]2. (8) Given the product [NH2:24][C:19]1[CH:20]=[CH:21][C:22]([CH3:23])=[C:17]([CH:18]=1)[O:16][C:11]1[N:10]=[C:9]2[S:8][C:7]([NH:6][C:4]([CH:1]3[CH2:3][CH2:2]3)=[O:5])=[N:15][C:14]2=[CH:13][CH:12]=1, predict the reactants needed to synthesize it. The reactants are: [CH:1]1([C:4]([NH:6][C:7]2[S:8][C:9]3[C:14]([N:15]=2)=[CH:13][CH:12]=[C:11]([O:16][C:17]2[CH:18]=[C:19]([NH:24]C(=O)OCC4C=CC=CC=4)[CH:20]=[CH:21][C:22]=2[CH3:23])[N:10]=3)=[O:5])[CH2:3][CH2:2]1.CN1CCCC1=O.C([O-])=O.[NH4+]. (9) Given the product [I:1][C:15]1[CH:16]=[C:11]([C:10]([F:9])([F:18])[F:19])[C:12]([NH2:17])=[N:13][CH:14]=1, predict the reactants needed to synthesize it. The reactants are: [I:1]N1C(=O)CCC1=O.[F:9][C:10]([F:19])([F:18])[C:11]1[C:12]([NH2:17])=[N:13][CH:14]=[CH:15][CH:16]=1.